Task: Predict the product of the given reaction.. Dataset: Forward reaction prediction with 1.9M reactions from USPTO patents (1976-2016) (1) Given the reactants [Br:1][C:2]1[CH:7]=[CH:6][C:5]([O:8][CH3:9])=[C:4]([F:10])[CH:3]=1.[CH3:11][CH:12](O)[CH3:13].OS(O)(=O)=O, predict the reaction product. The product is: [Br:1][C:2]1[CH:3]=[C:4]([F:10])[C:5]([O:8][CH3:9])=[C:6]([CH:12]([CH3:13])[CH3:11])[CH:7]=1. (2) Given the reactants [CH3:1][N:2]1[C:10]2[C:5](=[CH:6][CH:7]=[CH:8][CH:9]=2)[C:4]([CH2:11][C:12]2[C:13](=[O:19])[NH:14][C:15](=[S:18])[NH:16][CH:17]=2)=[CH:3]1.[Cl:20][C:21]1[CH:26]=[CH:25][C:24]([O:27][C:28]2[CH:33]=[CH:32][C:31]([CH2:34]Cl)=[CH:30][CH:29]=2)=[CH:23][C:22]=1[C:36]([F:39])([F:38])[F:37].C([O-])([O-])=O.[K+].[K+], predict the reaction product. The product is: [Cl:20][C:21]1[CH:26]=[CH:25][C:24]([O:27][C:28]2[CH:29]=[CH:30][C:31]([CH2:34][S:18][C:15]3[NH:16][CH:17]=[C:12]([CH2:11][C:4]4[C:5]5[C:10](=[CH:9][CH:8]=[CH:7][CH:6]=5)[N:2]([CH3:1])[CH:3]=4)[C:13](=[O:19])[N:14]=3)=[CH:32][CH:33]=2)=[CH:23][C:22]=1[C:36]([F:37])([F:38])[F:39]. (3) Given the reactants I[C:2]1[CH:33]=[CH:32][CH:31]=[CH:30][C:3]=1[C:4]([NH:6][C:7]1[CH:12]=[CH:11][C:10]([N:13]2[C:19](=[O:20])[CH2:18][C:17](=[O:21])[NH:16][C:15]3[C:22]4[C:27]([CH:28]=[CH:29][C:14]2=3)=[CH:26][CH:25]=[CH:24][CH:23]=4)=[CH:9][CH:8]=1)=[O:5].[CH2:34]([Sn](CCCC)(CCCC)CCCC)[CH:35]=[CH2:36].C(#N)C, predict the reaction product. The product is: [CH:34]([C:2]1[CH:33]=[CH:32][CH:31]=[CH:30][C:3]=1[C:4]([NH:6][C:7]1[CH:12]=[CH:11][C:10]([N:13]2[C:19](=[O:20])[CH2:18][C:17](=[O:21])[NH:16][C:15]3[C:22]4[C:27]([CH:28]=[CH:29][C:14]2=3)=[CH:26][CH:25]=[CH:24][CH:23]=4)=[CH:9][CH:8]=1)=[O:5])=[CH:35][CH3:36]. (4) The product is: [N+:21]([C:3]1[CH:4]=[C:5]([CH:19]=[CH:20][C:2]=1[NH:30][CH2:29][C:26]1[CH:27]=[CH:28][S:24][CH:25]=1)[C:6]([N:8]([CH2:9][C:10]([F:12])([F:13])[F:11])[CH2:14][C:15]([F:17])([F:18])[F:16])=[O:7])([O-:23])=[O:22]. Given the reactants F[C:2]1[CH:20]=[CH:19][C:5]([C:6]([N:8]([CH2:14][C:15]([F:18])([F:17])[F:16])[CH2:9][C:10]([F:13])([F:12])[F:11])=[O:7])=[CH:4][C:3]=1[N+:21]([O-:23])=[O:22].[S:24]1[CH:28]=[CH:27][C:26]([CH2:29][NH2:30])=[CH:25]1, predict the reaction product. (5) Given the reactants [CH3:1][S:2][C:3]1[CH:10]=[CH:9][C:6]([CH2:7]Cl)=[CH:5][CH:4]=1.[CH2:11]([O:13][P:14]([O:18]CC)[O:15][CH2:16][CH3:17])[CH3:12], predict the reaction product. The product is: [CH3:1][S:2][C:3]1[CH:10]=[CH:9][C:6]([CH2:7][P:14](=[O:18])([O:15][CH2:16][CH3:17])[O:13][CH2:11][CH3:12])=[CH:5][CH:4]=1. (6) Given the reactants [C:1]([O:5][C:6](=[O:19])[NH:7][CH2:8][CH2:9][N:10]1[C:14](I)=[C:13]([I:16])[N:12]=[C:11]1[CH2:17][CH3:18])([CH3:4])([CH3:3])[CH3:2], predict the reaction product. The product is: [C:1]([O:5][C:6](=[O:19])[NH:7][CH2:8][CH2:9][N:10]1[CH:14]=[C:13]([I:16])[N:12]=[C:11]1[CH2:17][CH3:18])([CH3:4])([CH3:3])[CH3:2]. (7) Given the reactants C(N(CCCC)CCCC)CCC.[CH2:14]([OH:22])[C:15]([F:21])([F:20])[C:16]([F:19])([F:18])[F:17].[CH2:23]=[C:24]([C:29](OS(F)(=O)=O)([F:31])[F:30])[C:25]([F:28])([F:27])[F:26], predict the reaction product. The product is: [CH2:23]=[C:24]([C:29]([O:22][CH2:14][C:15]([C:16]([F:19])([F:18])[F:17])([F:21])[F:20])([F:31])[F:30])[C:25]([F:28])([F:27])[F:26]. (8) The product is: [Br:1][C:2]1[CH:3]=[C:4]2[C:5](=[CH:6][C:7]=1[F:8])[N:9]([C:10](=[O:12])[CH3:11])[N:26]=[CH:13]2. Given the reactants [Br:1][C:2]1[C:7]([F:8])=[CH:6][C:5]([NH:9][C:10](=[O:12])[CH3:11])=[C:4]([CH3:13])[CH:3]=1.C(OC(=O)C)(=O)C.C([O-])(=O)C.[K+].[N:26](OCCC(C)C)=O, predict the reaction product.